From a dataset of Forward reaction prediction with 1.9M reactions from USPTO patents (1976-2016). Predict the product of the given reaction. Given the reactants [O:1]1[CH:5]=[CH:4][CH:3]=[C:2]1[CH:6]=O.C([O-])(=O)C.[NH4+].[N+:13]([CH3:16])([O-:15])=[O:14], predict the reaction product. The product is: [N+:13]([CH:16]=[CH:6][C:2]1[O:1][CH:5]=[CH:4][CH:3]=1)([O-:15])=[O:14].